From a dataset of Forward reaction prediction with 1.9M reactions from USPTO patents (1976-2016). Predict the product of the given reaction. (1) Given the reactants C(OC([C@:6]1([CH:21]([CH3:23])[CH3:22])[C:19](=[O:20])[N:9]2[C@@H:10]([C:13]3[CH:18]=[CH:17][CH:16]=[CH:15][CH:14]=3)[O:11][CH2:12][C@@H:8]2[CH2:7]1)=O)C.[OH-].[Na+].C1(C)C=CC=CC=1.C(O)(=O)CC(CC(O)=O)(C(O)=O)O, predict the reaction product. The product is: [CH:21]([C@H:6]1[C:19](=[O:20])[N:9]2[C@@H:10]([C:13]3[CH:18]=[CH:17][CH:16]=[CH:15][CH:14]=3)[O:11][CH2:12][C@@H:8]2[CH2:7]1)([CH3:23])[CH3:22]. (2) Given the reactants [CH3:1][S:2][C:3]1[S:4][C:5]([C:13](=O)/[CH:14]=[CH:15]/[N:16]2CCCC2)=[C:6]2[CH2:11][CH2:10][CH2:9][C:8](=[O:12])[C:7]=12.[NH2:22]N, predict the reaction product. The product is: [CH3:1][S:2][C:3]1[S:4][C:5]([C:13]2[CH:14]=[CH:15][NH:16][N:22]=2)=[C:6]2[CH2:11][CH2:10][CH2:9][C:8](=[O:12])[C:7]=12. (3) Given the reactants [C:1]([N:8]1[CH2:13][CH2:12][NH:11][CH2:10][CH2:9]1)([O:3][C:4]([CH3:7])([CH3:6])[CH3:5])=[O:2].Cl.[NH2:15][C:16]1[S:17][CH:18]=[C:19]([CH2:21]Cl)[N:20]=1.C(=O)([O-])[O-].[K+].[K+], predict the reaction product. The product is: [NH2:15][C:16]1[S:17][CH:18]=[C:19]([CH2:21][N:11]2[CH2:10][CH2:9][N:8]([C:1]([O:3][C:4]([CH3:7])([CH3:6])[CH3:5])=[O:2])[CH2:13][CH2:12]2)[N:20]=1. (4) The product is: [CH3:1][N:2]([CH3:14])[CH2:3][CH2:4][N:5]1[C:9]([C:10]([CH3:12])=[CH2:11])=[CH:8][N:7]=[N:6]1. Given the reactants [CH3:1][N:2]([CH3:14])[CH2:3][CH2:4][N:5]1[C:9]([C:10](O)([CH3:12])[CH3:11])=[CH:8][N:7]=[N:6]1.N1C=CC=CC=1.O=P(Cl)(Cl)Cl.Cl, predict the reaction product. (5) Given the reactants C([CH:8]1[O:16][C:15]2[C:10](=[C:11]([S:17]([NH2:20])(=[O:19])=[O:18])[CH:12]=[CH:13][CH:14]=2)[O:9]1)(OC(C)(C)C)=O.[C:21](=[O:24])([O-])[O-:22].[Cs+].[Cs+].Cl.Cl[CH2:29][N:30]1[C:34]([CH3:35])=[CH:33][C:32]([CH3:36])=[N:31]1.[C:37](OCC)(=O)[CH3:37].[CH3:46][CH2:47][CH2:48][CH2:46][CH2:47][CH3:48], predict the reaction product. The product is: [CH3:29][N:30]1[C:34]([CH3:35])=[CH:33][C:32]([CH3:36])=[N:31]1.[CH2:8]1[O:16][C:15]2[C:10](=[C:11]([S:17]([NH:20][C:21]([O:22][C:47]([CH3:46])([CH3:48])[CH3:37])=[O:24])(=[O:18])=[O:19])[CH:12]=[CH:13][CH:14]=2)[O:9]1. (6) Given the reactants [ClH:1].O.[NH:3]1[CH2:8][CH2:7][C:6](=O)[CH2:5][CH2:4]1.[Al+3].[Cl-].[Cl-].[Cl-].O.[CH:15]1[CH:20]=[CH:19][CH:18]=[CH:17][CH:16]=1, predict the reaction product. The product is: [ClH:1].[C:15]1([C:6]2([C:15]3[CH:20]=[CH:19][CH:18]=[CH:17][CH:16]=3)[CH2:7][CH2:8][NH:3][CH2:4][CH2:5]2)[CH:20]=[CH:19][CH:18]=[CH:17][CH:16]=1.